This data is from Forward reaction prediction with 1.9M reactions from USPTO patents (1976-2016). The task is: Predict the product of the given reaction. (1) Given the reactants C(OC([N:11]1[CH2:16][CH2:15][N:14]2[C:17]([C:20]3[S:21][C:22]4[CH:28]=[CH:27][CH:26]=[CH:25][C:23]=4[N:24]=3)=[N:18][N:19]=[C:13]2[CH2:12]1)=O)C1C=CC=CC=1.S1C2C=CC=CC=2N=C1C(NN)=O.B(Br)(Br)Br, predict the reaction product. The product is: [S:21]1[C:22]2[CH:28]=[CH:27][CH:26]=[CH:25][C:23]=2[N:24]=[C:20]1[C:17]1[N:14]2[CH2:15][CH2:16][NH:11][CH2:12][C:13]2=[N:19][N:18]=1. (2) The product is: [Br:1][C:2]1[C:7]([O:8][CH3:9])=[CH:6][N:5]=[C:4]([CH2:10][C:12]#[N:13])[CH:3]=1. Given the reactants [Br:1][C:2]1[C:7]([O:8][CH3:9])=[CH:6][N:5]=[C:4]([CH2:10]Br)[CH:3]=1.[C-:12]#[N:13].[K+], predict the reaction product. (3) Given the reactants [NH2:1][CH2:2][CH2:3][C:4]1[CH:9]=[CH:8][C:7]([OH:10])=[CH:6][C:5]=1[O:11][CH2:12][O:13][CH3:14].C(=O)(O)[O-].[Na+].[C:20]([C:22]1[CH:23]=[CH:24][C:25]([O:32][CH3:33])=[C:26]([S:28](Cl)(=[O:30])=[O:29])[CH:27]=1)#[N:21], predict the reaction product. The product is: [C:20]([C:22]1[CH:23]=[CH:24][C:25]([O:32][CH3:33])=[C:26]([S:28]([NH:1][CH2:2][CH2:3][C:4]2[CH:9]=[CH:8][C:7]([OH:10])=[CH:6][C:5]=2[O:11][CH2:12][O:13][CH3:14])(=[O:30])=[O:29])[CH:27]=1)#[N:21]. (4) The product is: [N:22]1[CH:27]=[CH:26][CH:25]=[C:24]([CH:28]=[CH:29][C:30]([NH:17][C:16]2[CH:18]=[CH:19][C:13]([S:10]([C:6]3[CH:7]=[CH:8][CH:9]=[C:4]([O:3][C:2]([F:1])([F:20])[F:21])[CH:5]=3)(=[O:12])=[O:11])=[CH:14][CH:15]=2)=[O:31])[CH:23]=1. Given the reactants [F:1][C:2]([F:21])([F:20])[O:3][C:4]1[CH:5]=[C:6]([S:10]([C:13]2[CH:19]=[CH:18][C:16]([NH2:17])=[CH:15][CH:14]=2)(=[O:12])=[O:11])[CH:7]=[CH:8][CH:9]=1.[N:22]1[CH:27]=[CH:26][CH:25]=[C:24]([CH:28]=[CH:29][C:30](Cl)=[O:31])[CH:23]=1.C([O-])([O-])=O.[K+].[K+], predict the reaction product. (5) Given the reactants Br[C:2]1[CH:7]=[CH:6][C:5]([C:8]2[N:9]([C:24]3[CH:29]=[CH:28][C:27]([Cl:30])=[CH:26][CH:25]=3)[C:10](=[O:23])[C:11]3[CH:16]=[N:15][N:14]([C:17]4[CH:22]=[CH:21][CH:20]=[CH:19][CH:18]=4)[C:12]=3[N:13]=2)=[CH:4][CH:3]=1.[B:31]1([B:31]2[O:35][C:34]([CH3:37])([CH3:36])[C:33]([CH3:39])([CH3:38])[O:32]2)[O:35][C:34]([CH3:37])([CH3:36])[C:33]([CH3:39])([CH3:38])[O:32]1.CC([O-])=O.[K+], predict the reaction product. The product is: [Cl:30][C:27]1[CH:26]=[CH:25][C:24]([N:9]2[C:10](=[O:23])[C:11]3[CH:16]=[N:15][N:14]([C:17]4[CH:22]=[CH:21][CH:20]=[CH:19][CH:18]=4)[C:12]=3[N:13]=[C:8]2[C:5]2[CH:4]=[CH:3][C:2]([B:31]3[O:35][C:34]([CH3:37])([CH3:36])[C:33]([CH3:39])([CH3:38])[O:32]3)=[CH:7][CH:6]=2)=[CH:29][CH:28]=1.